The task is: Predict the product of the given reaction.. This data is from Forward reaction prediction with 1.9M reactions from USPTO patents (1976-2016). (1) Given the reactants CC([N:5]([C:9]1[CH:10]=[C:11]([C:15]2[CH:20]=[CH:19][C:18]([CH:21]([N:29]([C:31](=[O:46])[CH2:32][N:33]3[C:38]4[CH:39]=[C:40]([Cl:44])[C:41]([Cl:43])=[CH:42][C:37]=4[O:36][CH2:35][C:34]3=[O:45])[CH3:30])[CH2:22][N:23]3[CH2:28][CH2:27][O:26][CH2:25][CH2:24]3)=[CH:17][CH:16]=2)[CH:12]=[CH:13][CH:14]=1)C(=O)[O-])(C)C.FC(F)(F)C(O)=O, predict the reaction product. The product is: [NH2:5][C:9]1[CH:10]=[C:11]([C:15]2[CH:20]=[CH:19][C:18]([CH:21]([N:29]([CH3:30])[C:31](=[O:46])[CH2:32][N:33]3[C:38]4[CH:39]=[C:40]([Cl:44])[C:41]([Cl:43])=[CH:42][C:37]=4[O:36][CH2:35][C:34]3=[O:45])[CH2:22][N:23]3[CH2:24][CH2:25][O:26][CH2:27][CH2:28]3)=[CH:17][CH:16]=2)[CH:12]=[CH:13][CH:14]=1. (2) Given the reactants [N:1]1([CH2:6][CH2:7][N:8]2[CH:16]=[C:15]3[C:10]([CH:11]=[CH:12][C:13]([NH2:17])=[CH:14]3)=[N:9]2)[CH2:5][CH2:4][CH2:3][CH2:2]1.CC(=O)[C:20](C)=[O:21].[BH-](OC(C)=O)(OC(C)=O)OC(C)=O.[Na+].[CH2:38]1[CH2:42][O:41][CH2:40]C1, predict the reaction product. The product is: [CH3:20][O:21][CH:42]([O:41][CH3:40])[CH2:38][NH:17][C:13]1[CH:12]=[CH:11][C:10]2[C:15](=[CH:16][N:8]([CH2:7][CH2:6][N:1]3[CH2:2][CH2:3][CH2:4][CH2:5]3)[N:9]=2)[CH:14]=1. (3) Given the reactants CC1(O)CCCN(C2N(C)N=CC=2[N+]([O-])=O)CC1.Cl[C:20]1[N:24]([CH2:25][CH:26]2[CH2:28][CH2:27]2)[N:23]=[CH:22][C:21]=1[N+:29]([O-:31])=[O:30].[F:32][C:33]([F:45])([F:44])[C:34]([NH:36][C@@H:37]1[CH2:43][CH2:42][CH2:41][NH:40][CH2:39][CH2:38]1)=[O:35], predict the reaction product. The product is: [CH:26]1([CH2:25][N:24]2[C:20]([N:40]3[CH2:41][CH2:42][CH2:43][C@@H:37]([NH:36][C:34](=[O:35])[C:33]([F:44])([F:32])[F:45])[CH2:38][CH2:39]3)=[C:21]([N+:29]([O-:31])=[O:30])[CH:22]=[N:23]2)[CH2:28][CH2:27]1. (4) Given the reactants [Cl:1][C:2]1[CH:3]=[C:4]([N:9]2[C:13]([C:14]3[CH:19]=[C:18]([O:20][CH3:21])[CH:17]=[C:16]([F:22])[CH:15]=3)=[CH:12][C:11]([C:23]([O:25]CC)=[O:24])=[N:10]2)[CH:5]=[CH:6][C:7]=1[F:8].ClC1C=C(N2C(C3C=C(F)C=C(Cl)C=3)=CC(C(O)=O)=N2)C=CC=1F, predict the reaction product. The product is: [Cl:1][C:2]1[CH:3]=[C:4]([N:9]2[C:13]([C:14]3[CH:19]=[C:18]([O:20][CH3:21])[CH:17]=[C:16]([F:22])[CH:15]=3)=[CH:12][C:11]([C:23]([OH:25])=[O:24])=[N:10]2)[CH:5]=[CH:6][C:7]=1[F:8]. (5) Given the reactants [OH:1][CH:2]1[CH2:5][N:4]([C:6]([O:8][C:9]([CH3:12])([CH3:11])[CH3:10])=[O:7])[CH2:3]1.[CH3:13][S:14](Cl)(=[O:16])=[O:15], predict the reaction product. The product is: [CH3:13][S:14]([O:1][CH:2]1[CH2:3][N:4]([C:6]([O:8][C:9]([CH3:12])([CH3:11])[CH3:10])=[O:7])[CH2:5]1)(=[O:16])=[O:15]. (6) Given the reactants [CH3:1][O:2][C:3](=[O:16])[CH2:4][N:5]1[CH2:14][C:13]2[C:8](=[CH:9][CH:10]=[CH:11][CH:12]=2)[NH:7][C:6]1=[O:15].C([O-])([O-])=O.[K+].[K+].CN(C=O)C.Br[CH2:29][C:30]([O:32]C(C)(C)C)=[O:31], predict the reaction product. The product is: [CH3:1][O:2][C:3]([CH2:4][N:5]1[CH2:14][C:13]2[C:8](=[CH:9][CH:10]=[CH:11][CH:12]=2)[N:7]([CH2:29][C:30]([OH:32])=[O:31])[C:6]1=[O:15])=[O:16].